Dataset: Forward reaction prediction with 1.9M reactions from USPTO patents (1976-2016). Task: Predict the product of the given reaction. Given the reactants [C:1]([Si:5]([C:34]1[CH:39]=[CH:38][CH:37]=[CH:36][CH:35]=1)([C:28]1[CH:33]=[CH:32][CH:31]=[CH:30][CH:29]=1)[O:6][CH:7]([CH2:12][N:13](CC1C=CC=CC=1)CC1C=CC=CC=1)[C:8]([CH3:11])([OH:10])[CH3:9])([CH3:4])([CH3:3])[CH3:2], predict the reaction product. The product is: [NH2:13][CH2:12][CH:7]([O:6][Si:5]([C:1]([CH3:4])([CH3:3])[CH3:2])([C:34]1[CH:39]=[CH:38][CH:37]=[CH:36][CH:35]=1)[C:28]1[CH:29]=[CH:30][CH:31]=[CH:32][CH:33]=1)[C:8]([CH3:11])([OH:10])[CH3:9].